From a dataset of Catalyst prediction with 721,799 reactions and 888 catalyst types from USPTO. Predict which catalyst facilitates the given reaction. (1) Reactant: C([O:3][C:4](=[O:33])[C:5]1[CH:10]=[C:9]([N:11]2[C:15]([CH3:16])=[CH:14][CH:13]=[C:12]2[C:17]2[CH:22]=[CH:21][CH:20]=[CH:19][C:18]=2[O:23][CH2:24][C:25]2[CH:30]=[CH:29][C:28]([Cl:31])=[C:27]([Cl:32])[CH:26]=2)[CH:8]=[N:7][CH:6]=1)C.C(O)C. Product: [Cl:32][C:27]1[CH:26]=[C:25]([CH:30]=[CH:29][C:28]=1[Cl:31])[CH2:24][O:23][C:18]1[CH:19]=[CH:20][CH:21]=[CH:22][C:17]=1[C:12]1[N:11]([C:9]2[CH:8]=[N:7][CH:6]=[C:5]([CH:10]=2)[C:4]([OH:33])=[O:3])[C:15]([CH3:16])=[CH:14][CH:13]=1. The catalyst class is: 13. (2) Reactant: F[C:2]1[CH:3]=[C:4]([CH:7]=[CH:8][CH:9]=1)[C:5]#[N:6].[Cl:10][C:11]1[CH:12]=[C:13]([OH:17])[CH:14]=[CH:15][CH:16]=1.C(=O)([O-])[O-].[Cs+].[Cs+].Cl. Product: [Cl:10][C:11]1[CH:12]=[C:13]([CH:14]=[CH:15][CH:16]=1)[O:17][C:2]1[CH:3]=[C:4]([CH:7]=[CH:8][CH:9]=1)[C:5]#[N:6]. The catalyst class is: 3.